From a dataset of Full USPTO retrosynthesis dataset with 1.9M reactions from patents (1976-2016). Predict the reactants needed to synthesize the given product. (1) Given the product [C:55]([NH:54][C:42]1[S:43][C:44]([CH2:45][C:46]2[CH:47]=[CH:48][C:49]([S:52][CH3:53])=[CH:50][CH:51]=2)=[C:40](/[CH:38]=[CH:10]\[C:9]2[CH:8]=[CH:7][C:6]([C:4]([O:3][CH3:2])=[O:5])=[CH:31][CH:30]=2)[N:41]=1)(=[O:57])[CH3:56], predict the reactants needed to synthesize it. The reactants are: [Br-].[CH3:2][O:3][C:4]([C:6]1[CH:31]=[CH:30][C:9]([CH2:10][P+](C2C=CC=CC=2)(C2C=CC=CC=2)C2C=CC=CC=2)=[CH:8][CH:7]=1)=[O:5].CC(C)([O-])C.[K+].[CH:38]([C:40]1[N:41]=[C:42]([NH:54][C:55](=[O:57])[CH3:56])[S:43][C:44]=1[CH2:45][C:46]1[CH:51]=[CH:50][C:49]([S:52][CH3:53])=[CH:48][CH:47]=1)=O. (2) Given the product [I:1][C:2]1[CH:11]=[CH:10][C:5]([O:6][CH2:7][CH2:8][NH:9][CH2:35][C@@H:33]([C:30]2[CH:29]=[CH:28][C:27]([N+:24]([O-:26])=[O:25])=[CH:32][CH:31]=2)[OH:34])=[CH:4][CH:3]=1, predict the reactants needed to synthesize it. The reactants are: [I:1][C:2]1[CH:11]=[CH:10][C:5]([O:6][CH2:7][CH2:8][NH2:9])=[CH:4][CH:3]=1.C/C(/O[Si](C)(C)C)=N\[Si](C)(C)C.[N+:24]([C:27]1[CH:32]=[CH:31][C:30]([C@@H:33]2[CH2:35][O:34]2)=[CH:29][CH:28]=1)([O-:26])=[O:25]. (3) The reactants are: Cl[C:2]1[CH:7]=[C:6]([C:8]2[CH:13]=[CH:12][CH:11]=[C:10]([Cl:14])[CH:9]=2)[N:5]=[C:4]2[CH2:15][CH2:16][CH2:17][C:3]=12.[NH2:18][C:19]1[CH:24]=[CH:23][C:22]([CH2:25][C@@H:26]([OH:28])[CH3:27])=[CH:21][CH:20]=1. Given the product [Cl:14][C:10]1[CH:9]=[C:8]([C:6]2[N:5]=[C:4]3[CH2:15][CH2:16][CH2:17][C:3]3=[C:2]([NH:18][C:19]3[CH:20]=[CH:21][C:22]([CH2:25][C@@H:26]([OH:28])[CH3:27])=[CH:23][CH:24]=3)[CH:7]=2)[CH:13]=[CH:12][CH:11]=1, predict the reactants needed to synthesize it. (4) Given the product [NH2:7][C:8]1[CH:13]=[CH:12][C:11]([C:14]2[S:15][CH:16]=[CH:17][CH:18]=2)=[CH:10][C:9]=1[NH:19][C:20](=[O:21])[C:22]1[CH:27]=[CH:26][C:25]([N:43]2[CH2:44][CH2:45][C:40]3([CH2:37][NH:38][CH2:39]3)[CH2:41][CH2:42]2)=[N:24][CH:23]=1, predict the reactants needed to synthesize it. The reactants are: C(OC(=O)[NH:7][C:8]1[CH:13]=[CH:12][C:11]([C:14]2[S:15][CH:16]=[CH:17][CH:18]=2)=[CH:10][C:9]=1[NH:19][C:20]([C:22]1[CH:23]=[N:24][C:25](Cl)=[CH:26][CH:27]=1)=[O:21])(C)(C)C.CCN(CC)CC.[CH2:37]1[C:40]2([CH2:45][CH2:44][NH:43][CH2:42][CH2:41]2)[CH2:39][N:38]1C(OC(C)(C)C)=O.